This data is from Catalyst prediction with 721,799 reactions and 888 catalyst types from USPTO. The task is: Predict which catalyst facilitates the given reaction. (1) Reactant: O[C@@H:2]([CH2:18][CH2:19][N:20]1[C:25]2=[N:26][C:27]([O:30]C)=[CH:28][N:29]=[C:24]2[CH:23]=[CH:22][C:21]1=[O:32])[CH2:3][N:4]1[CH2:9][CH2:8][CH:7]([NH:10][C:11](=[O:17])[O:12][C:13]([CH3:16])([CH3:15])[CH3:14])[CH2:6][CH2:5]1.C(N(C(C)C)CC)(C)C.CS(OS(C)(=O)=O)(=O)=O.C([O-])(O)=O.[Na+]. Product: [O:30]=[C:27]1[N:26]2[C:25]3[N:20]([CH2:19][CH2:18][C@H:2]2[CH2:3][N:4]2[CH2:9][CH2:8][CH:7]([NH:10][C:11](=[O:17])[O:12][C:13]([CH3:16])([CH3:15])[CH3:14])[CH2:6][CH2:5]2)[C:21](=[O:32])[CH:22]=[CH:23][C:24]=3[N:29]=[CH:28]1. The catalyst class is: 22. (2) Reactant: [C:1]([O:5][C:6]([N:8]([C@@H:22]1[CH2:26][CH2:25][N:24]([CH2:27][CH2:28][CH2:29][CH3:30])[CH2:23]1)[C:9]1[N:14]=[CH:13][C:12](/[CH:15]=[CH:16]/[C:17]([O:19]CC)=[O:18])=[CH:11][CH:10]=1)=[O:7])([CH3:4])([CH3:3])[CH3:2].[OH-].[Na+].O.[ClH:34]. Product: [ClH:34].[ClH:34].[C:1]([O:5][C:6]([N:8]([C@@H:22]1[CH2:26][CH2:25][N:24]([CH2:27][CH2:28][CH2:29][CH3:30])[CH2:23]1)[C:9]1[N:14]=[CH:13][C:12](/[CH:15]=[CH:16]/[C:17]([OH:19])=[O:18])=[CH:11][CH:10]=1)=[O:7])([CH3:2])([CH3:4])[CH3:3]. The catalyst class is: 12. (3) Reactant: [Cl:1][C:2]1[CH:3]=[C:4]2[C:9](=[CH:10][C:11]=1[C:12](O)=[O:13])[N:8]=[CH:7][N:6]=[C:5]2[NH:15][CH:16]([C:18]1[NH:22][C:21]2[CH:23]=[CH:24][C:25]([Cl:27])=[CH:26][C:20]=2[N:19]=1)[CH3:17].FC1C(O[C:36](N(C)C)=[N+:37](C)[CH3:38])=C(F)C(F)=C(F)C=1F.F[P-](F)(F)(F)(F)F.C([N:57]([CH:60]([CH3:62])[CH3:61])[CH2:58][CH3:59])(C)C.FC(F)(F)C(O)=O. Product: [Cl:1][C:2]1[CH:3]=[C:4]2[C:9](=[CH:10][C:11]=1[C:12]([N:57]([CH2:58][CH3:59])[CH:60]1[CH2:61][CH2:38][NH:37][CH2:36][CH2:62]1)=[O:13])[N:8]=[CH:7][N:6]=[C:5]2[NH:15][CH:16]([C:18]1[NH:22][C:21]2[CH:23]=[CH:24][C:25]([Cl:27])=[CH:26][C:20]=2[N:19]=1)[CH3:17]. The catalyst class is: 16. (4) Reactant: [OH:1][C:2]1[CH:6]=[C:5]([CH3:7])[N:4]([C:8]2[CH:17]=[CH:16][C:15]3[C:10](=[CH:11][CH:12]=[CH:13][C:14]=3[O:18][CH3:19])[CH:9]=2)[N:3]=1.C([O-])([O-])=O.[K+].[K+].[Na+].[I-].Cl[CH2:29][CH2:30][N:31]1[CH2:36][CH2:35][O:34][CH2:33][CH2:32]1. Product: [CH3:19][O:18][C:14]1[CH:13]=[CH:12][CH:11]=[C:10]2[C:15]=1[CH:16]=[CH:17][C:8]([N:4]1[C:5]([CH3:7])=[CH:6][C:2]([O:1][CH2:29][CH2:30][N:31]3[CH2:36][CH2:35][O:34][CH2:33][CH2:32]3)=[N:3]1)=[CH:9]2. The catalyst class is: 9. (5) Reactant: [F:1][C:2]([F:18])([F:17])[C:3]([NH:6][C:7]1[N:16]=[CH:15][CH:14]=[CH:13][C:8]=1[C:9]([O:11]C)=[O:10])([CH3:5])[CH3:4].[OH-].[K+]. Product: [F:18][C:2]([F:1])([F:17])[C:3]([NH:6][C:7]1[N:16]=[CH:15][CH:14]=[CH:13][C:8]=1[C:9]([OH:11])=[O:10])([CH3:5])[CH3:4]. The catalyst class is: 24. (6) Product: [CH3:11][C:12]1[CH:17]=[CH:16][CH:15]=[C:14]([CH3:18])[C:13]=1[C:2]1[CH:7]=[CH:6][C:5]([N+:8]([O-:10])=[O:9])=[CH:4][N:3]=1. The catalyst class is: 57. Reactant: Cl[C:2]1[CH:7]=[CH:6][C:5]([N+:8]([O-:10])=[O:9])=[CH:4][N:3]=1.[CH3:11][C:12]1[CH:17]=[CH:16][CH:15]=[C:14]([CH3:18])[C:13]=1B(O)O.